From a dataset of Forward reaction prediction with 1.9M reactions from USPTO patents (1976-2016). Predict the product of the given reaction. (1) Given the reactants [CH3:1][O:2][C:3]1[CH:4]=[N:5][CH:6]=[C:7]([CH:9]=O)[CH:8]=1.C([O:13][C:14](=O)[CH2:15][C:16]#[N:17])C.C(O)(=O)C.[CH:23]([NH2:25])=[NH:24].C(=O)([O-])[O-].[K+].[K+], predict the reaction product. The product is: [OH:13][C:14]1[C:15]([C:16]#[N:17])=[C:9]([C:7]2[CH:6]=[N:5][CH:4]=[C:3]([O:2][CH3:1])[CH:8]=2)[N:25]=[CH:23][N:24]=1. (2) The product is: [Cl:1][C:2]1[CH:3]=[CH:4][C:5]([OH:11])=[C:6]([CH:10]=1)[C:7]([NH:17][C:16]1[CH:18]=[CH:19][C:13]([Cl:12])=[CH:14][C:15]=1[C:20]([F:23])([F:21])[F:22])=[O:9]. Given the reactants [Cl:1][C:2]1[CH:10]=[C:6]([C:7]([OH:9])=O)[C:5]([OH:11])=[CH:4][CH:3]=1.[Cl:12][C:13]1[CH:19]=[CH:18][C:16]([NH2:17])=[C:15]([C:20]([F:23])([F:22])[F:21])[CH:14]=1, predict the reaction product. (3) Given the reactants [F:1][C:2]1[C:3]2[N:4]([CH:12]=[CH:13][N:14]=2)[CH:5]=[CH:6][C:7]=1[C:8]([F:11])([F:10])[F:9].Br[C:16]1[CH:17]=[CH:18][C:19]([F:28])=[C:20]([N:22]2[CH2:26][CH2:25][CH2:24][C:23]2=[O:27])[CH:21]=1, predict the reaction product. The product is: [F:28][C:19]1[CH:18]=[CH:17][C:16]([C:12]2[N:4]3[CH:5]=[CH:6][C:7]([C:8]([F:9])([F:10])[F:11])=[C:2]([F:1])[C:3]3=[N:14][CH:13]=2)=[CH:21][C:20]=1[N:22]1[CH2:26][CH2:25][CH2:24][C:23]1=[O:27].